This data is from Forward reaction prediction with 1.9M reactions from USPTO patents (1976-2016). The task is: Predict the product of the given reaction. (1) Given the reactants [C:9](O[C:9]([O:11][C:12]([CH3:15])([CH3:14])[CH3:13])=[O:10])([O:11][C:12]([CH3:15])([CH3:14])[CH3:13])=[O:10].[NH2:16][CH2:17][CH2:18][CH2:19][NH2:20], predict the reaction product. The product is: [NH2:16][CH2:17][CH2:18][CH2:19][NH:20][C:9](=[O:10])[O:11][C:12]([CH3:13])([CH3:14])[CH3:15]. (2) Given the reactants [N+:1]([C:4]1[CH:5]=[C:6]2[C:11](=[CH:12][CH:13]=1)[O:10][CH2:9][CH2:8][C:7]2=[O:14])([O-])=O.NN, predict the reaction product. The product is: [NH2:1][C:4]1[CH:5]=[C:6]2[C:11](=[CH:12][CH:13]=1)[O:10][CH2:9][CH2:8][C:7]2=[O:14]. (3) Given the reactants [Cl:1]C1C=CC(NC)=CC=1.[F:10][C:11]([F:16])([F:15])[C:12]([OH:14])=[O:13].[CH3:17][O:18][C:19]1[CH:20]=[C:21]([C@@:27]23[CH2:35][CH2:34][C@@H:33]([NH:36][C:37](=[O:47])[N:38]([C:40]4[CH:45]=[CH:44][C:43](F)=[CH:42][CH:41]=4)[CH3:39])[CH2:32][C@@H:31]2[N:30]([CH3:48])[CH2:29][CH2:28]3)[CH:22]=[CH:23][C:24]=1[O:25][CH3:26], predict the reaction product. The product is: [F:10][C:11]([F:16])([F:15])[C:12]([OH:14])=[O:13].[Cl:1][C:43]1[CH:44]=[CH:45][C:40]([N:38]([CH3:39])[C:37]([NH:36][C@H:33]2[CH2:32][C@H:31]3[C@:27]([C:21]4[CH:22]=[CH:23][C:24]([O:25][CH3:26])=[C:19]([O:18][CH3:17])[CH:20]=4)([CH2:28][CH2:29][N:30]3[CH3:48])[CH2:35][CH2:34]2)=[O:47])=[CH:41][CH:42]=1. (4) Given the reactants C([N:8]([CH3:41])[CH:9]1[CH2:14][CH2:13][CH:12]([N:15]([CH2:28][C:29]2[CH:30]=[C:31](B(O)O)[CH:32]=[CH:33][C:34]=2[O:35][CH2:36][CH3:37])[C:16]([C:18]2[S:22][C:21]3[CH:23]=[CH:24][CH:25]=[CH:26][C:20]=3[C:19]=2[Cl:27])=[O:17])[CH2:11][CH2:10]1)(OC(C)(C)C)=O.[NH2:42][C:43]1[N:48]=[C:47]([CH3:49])[C:46](Br)=[CH:45][CH:44]=1, predict the reaction product. The product is: [ClH:27].[ClH:27].[NH2:42][C:43]1[N:48]=[C:47]([CH3:49])[C:46]([C:31]2[CH:32]=[CH:33][C:34]([O:35][CH2:36][CH3:37])=[C:29]([CH:30]=2)[CH2:28][N:15]([CH:12]2[CH2:11][CH2:10][CH:9]([NH:8][CH3:41])[CH2:14][CH2:13]2)[C:16]([C:18]2[S:22][C:21]3[CH:23]=[CH:24][CH:25]=[CH:26][C:20]=3[C:19]=2[Cl:27])=[O:17])=[CH:45][CH:44]=1. (5) Given the reactants [Cl:1][C:2]1[C:7]([N:8]2[CH2:13][CH2:12][CH:11]([NH:14][CH:15]3[CH2:18][C:17]([F:20])([F:19])[CH2:16]3)[CH2:10][CH2:9]2)=[CH:6][C:5]([C:21]#[N:22])=[CH:4][C:3]=1[NH:23][C:24]1[N:29]=[C:28]([N:30]([CH:40]2[CH2:42][CH2:41]2)CC2C=CC(OC)=CC=2)[C:27]2=[N:43][CH:44]=[C:45]([C:46]#[N:47])[N:26]2[N:25]=1.C1(OC)C=CC=CC=1.FC(F)(F)C(O)=O, predict the reaction product. The product is: [Cl:1][C:2]1[C:7]([N:8]2[CH2:13][CH2:12][CH:11]([NH:14][CH:15]3[CH2:16][C:17]([F:20])([F:19])[CH2:18]3)[CH2:10][CH2:9]2)=[CH:6][C:5]([C:21]#[N:22])=[CH:4][C:3]=1[NH:23][C:24]1[N:29]=[C:28]([NH:30][CH:40]2[CH2:41][CH2:42]2)[C:27]2=[N:43][CH:44]=[C:45]([C:46]#[N:47])[N:26]2[N:25]=1. (6) The product is: [C:1]([O:5][C:6](=[O:36])[NH:7][C:8]1[CH:13]=[CH:12][CH:11]=[CH:10][C:9]=1[NH:14][C:15](=[O:44])[C:16]1[CH:21]=[CH:20][C:19]([CH2:22][NH:23][C:24]2[S:25][C:26]3[CH:32]=[C:31]([NH2:33])[CH:30]=[CH:29][C:27]=3[N:28]=2)=[CH:18][CH:17]=1)([CH3:4])([CH3:3])[CH3:2]. Given the reactants [C:1]([O:5][C:6](=[O:36])[NH:7][C:8]1[CH:13]=[CH:12][CH:11]=[CH:10][C:9]=1[NH:14][CH2:15][C:16]1[CH:21]=[CH:20][C:19]([CH2:22][NH:23][C:24]2[S:25][C:26]3[CH:32]=[C:31]([N+:33]([O-])=O)[CH:30]=[CH:29][C:27]=3[N:28]=2)=[CH:18][CH:17]=1)([CH3:4])([CH3:3])[CH3:2].O.O.[Sn](Cl)Cl.C([O-])(=[O:44])C.[NH4+], predict the reaction product.